This data is from Catalyst prediction with 721,799 reactions and 888 catalyst types from USPTO. The task is: Predict which catalyst facilitates the given reaction. (1) Reactant: [CH3:1][Si:2]([CH3:16])([CH3:15])[O:3][C@H:4]1[C@@H:7]([C:8]2[CH:13]=[CH:12][CH:11]=[CH:10][CH:9]=2)[NH:6][C:5]1=[O:14].[C:17]([O:21][C:22](O[C:22]([O:21][C:17]([CH3:20])([CH3:19])[CH3:18])=[O:23])=[O:23])([CH3:20])([CH3:19])[CH3:18]. Product: [C:17]([O:21][C:22]([N:6]1[C@H:7]([C:8]2[CH:13]=[CH:12][CH:11]=[CH:10][CH:9]=2)[C@H:4]([O:3][Si:2]([CH3:16])([CH3:15])[CH3:1])[C:5]1=[O:14])=[O:23])([CH3:20])([CH3:19])[CH3:18]. The catalyst class is: 7. (2) Reactant: [Br:1][C:2]1[CH:7]=[C:6]([Cl:8])[CH:5]=[CH:4][C:3]=1[CH2:9][OH:10].C(N(C(C)C)CC)(C)C.CS(C)=O.N1C=CC=CC=1.S(=O)(=O)=O. Product: [Br:1][C:2]1[CH:7]=[C:6]([Cl:8])[CH:5]=[CH:4][C:3]=1[CH:9]=[O:10]. The catalyst class is: 4. (3) Reactant: [CH:1]1[C:13]2[CH:12]([CH2:14][O:15][C:16](=[O:27])[NH:17][C@@H:18]3[CH2:22][C@H:21]([CH2:23][OH:24])[C@@H:20]([OH:25])[C@H:19]3[OH:26])[C:11]3[C:6](=[CH:7][CH:8]=[CH:9][CH:10]=3)[C:5]=2[CH:4]=[CH:3][CH:2]=1.CO[C:30](OC)([CH3:32])[CH3:31].O.C1(C)C=CC(S(O)(=O)=O)=CC=1.C(Cl)(Cl)Cl.CO.C(O)(=O)C. Product: [CH:1]1[C:13]2[CH:12]([CH2:14][O:15][C:16](=[O:27])[NH:17][C@H:18]3[C@H:19]4[C@H:20]([O:25][C:30]([CH3:32])([CH3:31])[O:26]4)[C@@H:21]([CH2:23][OH:24])[CH2:22]3)[C:11]3[C:6](=[CH:7][CH:8]=[CH:9][CH:10]=3)[C:5]=2[CH:4]=[CH:3][CH:2]=1. The catalyst class is: 21. (4) Reactant: [NH2:1][C:2]1[C:11]([NH2:12])=[CH:10][C:9]([N:13]2[CH2:18][CH2:17][O:16][CH2:15][CH2:14]2)=[CH:8][C:3]=1[C:4]([O:6][CH3:7])=[O:5].N[C:20](N)=[O:21]. Product: [N:13]1([C:9]2[CH:8]=[C:3]([C:4]([O:6][CH3:7])=[O:5])[C:2]3[NH:1][C:20](=[O:21])[NH:12][C:11]=3[CH:10]=2)[CH2:18][CH2:17][O:16][CH2:15][CH2:14]1. The catalyst class is: 85. (5) Reactant: C[O:2][C:3](=[O:30])[CH2:4][C:5]1[C:13]2[C:8](=[CH:9][CH:10]=[CH:11][CH:12]=2)[N:7]([CH2:14][C:15]2[CH:20]=[CH:19][C:18]([S:21]([CH3:24])(=[O:23])=[O:22])=[CH:17][C:16]=2[C:25]([F:28])([F:27])[F:26])[C:6]=1[CH3:29].C1COCC1.[OH-].[Na+]. Product: [CH3:24][S:21]([C:18]1[CH:19]=[CH:20][C:15]([CH2:14][N:7]2[C:8]3[C:13](=[CH:12][CH:11]=[CH:10][CH:9]=3)[C:5]([CH2:4][C:3]([OH:30])=[O:2])=[C:6]2[CH3:29])=[C:16]([C:25]([F:28])([F:27])[F:26])[CH:17]=1)(=[O:23])=[O:22]. The catalyst class is: 5.